This data is from Forward reaction prediction with 1.9M reactions from USPTO patents (1976-2016). The task is: Predict the product of the given reaction. (1) Given the reactants [NH2:1][CH2:2][C@H:3]1[C@H:9]([C:10]2[CH:15]=[CH:14][C:13]([Cl:16])=[C:12]([F:17])[CH:11]=2)[O:8][CH2:7][CH2:6][N:5]([C:18]([O:20][C:21]([CH3:24])([CH3:23])[CH3:22])=[O:19])[CH2:4]1.[NH2:25][C:26]1[C:27]([C:32](O)=[O:33])=[N:28][CH:29]=[CH:30][CH:31]=1, predict the reaction product. The product is: [NH2:25][C:26]1[C:27]([C:32]([NH:1][CH2:2][C@H:3]2[C@H:9]([C:10]3[CH:15]=[CH:14][C:13]([Cl:16])=[C:12]([F:17])[CH:11]=3)[O:8][CH2:7][CH2:6][N:5]([C:18]([O:20][C:21]([CH3:24])([CH3:23])[CH3:22])=[O:19])[CH2:4]2)=[O:33])=[N:28][CH:29]=[CH:30][CH:31]=1. (2) The product is: [CH:1]1([C:4]2[N:9]=[C:8]([C:10]3[CH:11]=[C:12]4[C:16](=[CH:17][CH:18]=3)[NH:15][CH:14]=[C:13]4[C:19]3[N:20]=[C:21]([NH:35][CH:36]([CH3:37])[CH3:38])[NH:22][C:23](=[O:25])[CH:24]=3)[CH:7]=[N:6][CH:5]=2)[CH2:3][CH2:2]1. Given the reactants [CH:1]1([C:4]2[N:9]=[C:8]([C:10]3[CH:11]=[C:12]4[C:16](=[CH:17][CH:18]=3)[NH:15][CH:14]=[C:13]4[C:19]3[CH:24]=[C:23]([O:25]CC4C=CC(OC)=CC=4)[N:22]=[C:21]([NH:35][CH:36]([CH3:38])[CH3:37])[N:20]=3)[CH:7]=[N:6][CH:5]=2)[CH2:3][CH2:2]1.C(O)(C(F)(F)F)=O, predict the reaction product. (3) The product is: [Br:1][C:2]1[CH:3]=[C:4]([OH:10])[C:5]([OH:9])=[CH:6][C:7]=1[F:8]. Given the reactants [Br:1][C:2]1[C:7]([F:8])=[CH:6][C:5]([OH:9])=[C:4]([O:10]C)[CH:3]=1.B(Br)(Br)Br, predict the reaction product. (4) Given the reactants C(O[C:9](=O)[N:10]([CH2:12][C:13](=[O:35])[NH:14][CH2:15][C:16]1[C:25]2[C:20](=[CH:21][C:22]([S:26]([C:29]3[CH:34]=[CH:33][CH:32]=[CH:31][CH:30]=3)(=[O:28])=[O:27])=[CH:23][CH:24]=2)[CH:19]=[CH:18][CH:17]=1)C)C1C=CC=CC=1, predict the reaction product. The product is: [C:29]1([S:26]([C:22]2[CH:21]=[C:20]3[C:25](=[CH:24][CH:23]=2)[C:16]([CH2:15][NH:14][C:13](=[O:35])[CH2:12][NH:10][CH3:9])=[CH:17][CH:18]=[CH:19]3)(=[O:28])=[O:27])[CH:30]=[CH:31][CH:32]=[CH:33][CH:34]=1. (5) Given the reactants [NH2:1][C:2]([C:4]1[CH:5]=[N:6][C:7]2[C:12]([C:13]=1[NH:14][C:15]1[CH:16]=[C:17]([CH:23]=[CH:24][CH:25]=1)[C:18]([O:20][CH2:21][CH3:22])=[O:19])=[CH:11][CH:10]=[C:9](Br)[CH:8]=2)=[O:3].[C:27]([C:29]1[CH:34]=[CH:33][C:32](B2OC(C)(C)C(C)(C)O2)=[CH:31][N:30]=1)#[N:28].C(=O)([O-])[O-].[K+].[K+], predict the reaction product. The product is: [NH2:1][C:2]([C:4]1[CH:5]=[N:6][C:7]2[C:12]([C:13]=1[NH:14][C:15]1[CH:16]=[C:17]([CH:23]=[CH:24][CH:25]=1)[C:18]([O:20][CH2:21][CH3:22])=[O:19])=[CH:11][CH:10]=[C:9]([C:32]1[CH:31]=[N:30][C:29]([C:27]#[N:28])=[CH:34][CH:33]=1)[CH:8]=2)=[O:3]. (6) Given the reactants [NH2:1][CH:2]1[CH2:7][CH2:6][N:5]([C:8]2[C:13]([F:14])=[CH:12][N:11]=[C:10]([NH:15][C:16]3[CH:21]=[CH:20][C:19]([N:22]4[CH2:27][CH2:26][N:25]([C:28](=[O:30])[CH3:29])[CH2:24][CH2:23]4)=[CH:18][CH:17]=3)[N:9]=2)[CH2:4][CH2:3]1.[C-:31]#[N:32].[K+].[OH2:34], predict the reaction product. The product is: [C:28]([N:25]1[CH2:26][CH2:27][N:22]([C:19]2[CH:18]=[CH:17][C:16]([NH:15][C:10]3[N:9]=[C:8]([N:5]4[CH2:6][CH2:7][CH:2]([NH:1][C:31]([NH2:32])=[O:34])[CH2:3][CH2:4]4)[C:13]([F:14])=[CH:12][N:11]=3)=[CH:21][CH:20]=2)[CH2:23][CH2:24]1)(=[O:30])[CH3:29]. (7) Given the reactants [CH3:1][O:2][CH2:3][O:4]C.Cl.Cl.Cl.[CH2:9]([NH:17][C:18]([NH:20][C:21]([NH:23][CH2:24][CH2:25][CH2:26][CH2:27][CH2:28][CH2:29][CH2:30][CH3:31])=[NH:22])=[NH:19])[CH2:10][CH2:11][CH2:12][CH2:13][CH2:14][CH2:15][CH3:16], predict the reaction product. The product is: [C:3]([OH:4])(=[O:2])[CH3:9].[CH2:24]([NH:23][C:21]1[NH:20][C:18]([NH:17][CH2:9][CH2:10][CH2:11][CH2:12][CH2:13][CH2:14][CH2:15][CH3:16])=[N:19][CH2:1][N:22]=1)[CH2:25][CH2:26][CH2:27][CH2:28][CH2:29][CH2:30][CH3:31].